This data is from Experimentally validated miRNA-target interactions with 360,000+ pairs, plus equal number of negative samples. The task is: Binary Classification. Given a miRNA mature sequence and a target amino acid sequence, predict their likelihood of interaction. (1) The miRNA is mmu-miR-5626-3p with sequence CAGCAGUUGAGUGAUGUGACAC. The protein sequence of the target gene is MAIRELKVCLLGDTGVGKSSIVCRFVQDHFDHNISPTIGASFMTKTVPCGNELHKFLIWDTAGQERFHSLAPMYYRGSAAAVIVYDITKQDSFHTLKKWVKELKEHGPENIVMAIAGNKCDLSDIREVPLKDAKEYAESIGAIVVETSAKNAINIEELFQGISRQIPPLGPQENGNSGGIKLGNQSLQASRRCC. Result: 0 (no interaction). (2) The miRNA is mmu-miR-125b-5p with sequence UCCCUGAGACCCUAACUUGUGA. The protein sequence of the target gene is MASGQGPGPPKVGCDESPSPSEQQVAQDTEEVFRSYVFYLHQQEQETQGAAAPANPEMDNLPLEPNSILGQVGRQLALIGDDINRRYDTEFQNLLEQLQPTAGNAYELFTKIASSLFKSGISWGRVVALLGFGYRLALYVYQRGLTGFLGQVTCFLADIILHHYIARWIAQRGGWVAALNFRRDPILTVMVIFGVVLLGQFVVHRFFRS. Result: 1 (interaction).